Task: Predict which catalyst facilitates the given reaction.. Dataset: Catalyst prediction with 721,799 reactions and 888 catalyst types from USPTO (1) Reactant: [CH3:1][O:2][C:3]1[CH:8]=[CH:7][N:6]2[N:9]=[C:10]([C:19]3[CH:24]=[CH:23][CH:22]=[CH:21][CH:20]=3)[C:11]([C:12]3[CH:13]=[CH:14][C:15](=[O:18])[NH:16][N:17]=3)=[C:5]2[CH:4]=1.O[CH:26]1[CH2:31][CH2:30][N:29]([CH3:32])[CH2:28][CH2:27]1.N(C(OCC)=O)=NC(OCC)=O.C1(P(C2C=CC=CC=2)C2C=CC=CC=2)C=CC=CC=1. Product: [CH3:1][O:2][C:3]1[CH:8]=[CH:7][N:6]2[N:9]=[C:10]([C:19]3[CH:24]=[CH:23][CH:22]=[CH:21][CH:20]=3)[C:11]([C:12]3[CH:13]=[CH:14][C:15](=[O:18])[N:16]([CH:26]4[CH2:31][CH2:30][N:29]([CH3:32])[CH2:28][CH2:27]4)[N:17]=3)=[C:5]2[CH:4]=1. The catalyst class is: 7. (2) Reactant: [CH3:1][O:2][C:3]1[C:11]([O:12]C)=[CH:10][C:6]([C:7]([OH:9])=[O:8])=[C:5]([N+:14]([O-:16])=[O:15])[CH:4]=1.Cl. Product: [OH:12][C:11]1[C:3]([O:2][CH3:1])=[CH:4][C:5]([N+:14]([O-:16])=[O:15])=[C:6]([CH:10]=1)[C:7]([OH:9])=[O:8]. The catalyst class is: 500. (3) Product: [CH3:1][O:2][C:3]1[CH:4]=[C:5]2[C:10](=[CH:11][C:12]=1[O:13][CH2:14][CH2:15][NH2:16])[N:9]=[CH:8][CH:7]=[C:6]2[O:27][C:28]1[C:29]([CH3:38])=[N:30][C:31]2[C:36]([CH:37]=1)=[CH:35][CH:34]=[CH:33][CH:32]=2. The catalyst class is: 9. Reactant: [CH3:1][O:2][C:3]1[CH:4]=[C:5]2[C:10](=[CH:11][C:12]=1[O:13][CH2:14][CH2:15][N:16]1C(=O)C3C(=CC=CC=3)C1=O)[N:9]=[CH:8][CH:7]=[C:6]2[O:27][C:28]1[C:29]([CH3:38])=[N:30][C:31]2[C:36]([CH:37]=1)=[CH:35][CH:34]=[CH:33][CH:32]=2.NN. (4) Reactant: [Cl:1][C:2]1[C:7]([Cl:8])=[CH:6][CH:5]=[CH:4][C:3]=1[S:9]([NH:12][C:13]1[CH:18]=[CH:17][C:16]([C:19]2[CH:24]=[N:23][C:22]([C:25]#[N:26])=[C:21](Cl)[N:20]=2)=[CH:15][CH:14]=1)(=[O:11])=[O:10].[NH2:28][NH2:29]. Product: [NH2:26][C:25]1[C:22]2[C:21](=[N:20][C:19]([C:16]3[CH:15]=[CH:14][C:13]([NH:12][S:9]([C:3]4[CH:4]=[CH:5][CH:6]=[C:7]([Cl:8])[C:2]=4[Cl:1])(=[O:10])=[O:11])=[CH:18][CH:17]=3)=[CH:24][N:23]=2)[NH:29][N:28]=1. The catalyst class is: 378.